From a dataset of Catalyst prediction with 721,799 reactions and 888 catalyst types from USPTO. Predict which catalyst facilitates the given reaction. (1) Reactant: [Li+].[F:2][C:3]([F:22])([F:21])[C:4]1[N:9]=[CH:8][C:7]([N:10]2[CH2:15][CH2:14][N:13]([CH2:16][CH2:17][C:18]([O-:20])=O)[CH2:12][CH2:11]2)=[CH:6][CH:5]=1.F[P-](F)(F)(F)(F)F.CN(C)C(ON1C2C=CC=CC=2N=N1)=[N+](C)C.Cl.[N+:48]([C:51]1[CH:56]=[CH:55][C:54]([NH:57][CH:58]2[CH2:63][CH2:62][NH:61][CH2:60][CH2:59]2)=[CH:53][C:52]=1[C:64]([F:67])([F:66])[F:65])([O-:50])=[O:49].C(N(C(C)C)CC)(C)C.[O-2].[Al+3].[O-2].[O-2].[Al+3]. Product: [N+:48]([C:51]1[CH:56]=[CH:55][C:54]([NH:57][CH:58]2[CH2:59][CH2:60][N:61]([C:18](=[O:20])[CH2:17][CH2:16][N:13]3[CH2:12][CH2:11][N:10]([C:7]4[CH:8]=[N:9][C:4]([C:3]([F:2])([F:22])[F:21])=[CH:5][CH:6]=4)[CH2:15][CH2:14]3)[CH2:62][CH2:63]2)=[CH:53][C:52]=1[C:64]([F:67])([F:65])[F:66])([O-:50])=[O:49]. The catalyst class is: 348. (2) Reactant: [NH2:1][C:2]1[N:7]=[CH:6][C:5]2[C:8]([C:11]3[S:15][C:14]([CH:16]=[O:17])=[CH:13][CH:12]=3)=[CH:9][O:10][C:4]=2[C:3]=1[O:18][C@@H:19]([C:21]1[C:26]([Cl:27])=[CH:25][CH:24]=[C:23]([F:28])[C:22]=1[Cl:29])[CH3:20].[BH4-].[Na+]. Product: [NH2:1][C:2]1[N:7]=[CH:6][C:5]2[C:8]([C:11]3[S:15][C:14]([CH2:16][OH:17])=[CH:13][CH:12]=3)=[CH:9][O:10][C:4]=2[C:3]=1[O:18][C@@H:19]([C:21]1[C:26]([Cl:27])=[CH:25][CH:24]=[C:23]([F:28])[C:22]=1[Cl:29])[CH3:20]. The catalyst class is: 5. (3) Reactant: FC(F)(F)C([NH:5][CH2:6][C:7]1[CH:12]=[CH:11][CH:10]=[C:9]([NH:13][C:14]2[N:19]=[C:18]([C:20]3[C:21]([C:29]4[CH:34]=[CH:33][CH:32]=[C:31]([NH:35][C:36](=[O:43])[CH2:37][C:38]5[S:39][CH:40]=[CH:41][CH:42]=5)[CH:30]=4)=[N:22][N:23]4[CH:28]=[CH:27][CH:26]=[CH:25][C:24]=34)[CH:17]=[CH:16][N:15]=2)[CH:8]=1)=O.O[Li].O. Product: [NH2:5][CH2:6][C:7]1[CH:8]=[C:9]([NH:13][C:14]2[N:19]=[C:18]([C:20]3[C:21]([C:29]4[CH:30]=[C:31]([NH:35][C:36](=[O:43])[CH2:37][C:38]5[S:39][CH:40]=[CH:41][CH:42]=5)[CH:32]=[CH:33][CH:34]=4)=[N:22][N:23]4[CH:28]=[CH:27][CH:26]=[CH:25][C:24]=34)[CH:17]=[CH:16][N:15]=2)[CH:10]=[CH:11][CH:12]=1. The catalyst class is: 569. (4) Reactant: [OH:1][C:2]12[CH2:35][CH2:34][C@@:33]3([CH3:36])[C:28](=[C:29]([CH3:37])[CH2:30][CH2:31][CH2:32]3)[C@:3]1(C)[O:4][C:5](=[O:27])[CH:6]2[CH2:7][NH:8][CH2:9][CH:10]1[C:14](=[O:15])[O:13][C@H:12]2[C:16]3[C@@:21]([CH3:24])([CH2:22][CH2:23][C:11]12[OH:26])[CH2:20][CH2:19][CH2:18][C:17]=3[CH3:25].[CH2:39]([N:41]=[C:42]=[S:43])[CH3:40]. Product: [CH2:39]([NH:41][C:42](=[S:43])[N:8]([CH2:7][CH:6]1[C:5](=[O:27])[O:4][C@H:3]2[C:28]3[C@@:33]([CH3:36])([CH2:34][CH2:35][C:2]12[OH:1])[CH2:32][CH2:31][CH2:30][C:29]=3[CH3:37])[CH2:9][CH:10]1[C:14](=[O:15])[O:13][C@@H:12]2[C:16]3[C@:21]([CH3:24])([CH2:22][CH2:23][C:11]12[OH:26])[CH2:20][CH2:19][CH2:18][C:17]=3[CH3:25])[CH3:40]. The catalyst class is: 7. (5) Reactant: [Br:1][C:2]1[CH:3]=[CH:4][C:5]2[O:14][C:13]3[C:12](=[O:15])[NH:11][CH:10]([CH2:16][NH:17][CH:18]4[CH2:23][CH2:22][NH:21][CH2:20][CH2:19]4)[N:9](C(OC(C)(C)C)=O)[C:8]=3[C:6]=2[CH:7]=1. Product: [Br:1][C:2]1[CH:3]=[CH:4][C:5]2[O:14][C:13]3[C:12](=[O:15])[NH:11][C:10]([CH2:16][NH:17][CH:18]4[CH2:19][CH2:20][NH:21][CH2:22][CH2:23]4)=[N:9][C:8]=3[C:6]=2[CH:7]=1. The catalyst class is: 5. (6) Reactant: BrC(Br)C.[Mg].Br[C:7]1[CH:12]=[CH:11][C:10]([Br:13])=[CH:9][CH:8]=1.C[O:15][C:16]1[CH2:21][CH2:20][CH2:19][C:18](=O)[CH:17]=1.S(=O)(=O)(O)O. Product: [Br:13][C:10]1[CH:11]=[CH:12][C:7]([C:18]2[CH2:19][CH2:20][CH2:21][C:16](=[O:15])[CH:17]=2)=[CH:8][CH:9]=1. The catalyst class is: 27.